Dataset: Reaction yield outcomes from USPTO patents with 853,638 reactions. Task: Predict the reaction yield, written as a fraction of the theoretical maximum amount of product (1.0 means a 100% yield; for example, 0.34 means a 34% yield). (1) The reactants are [C:1]([NH:5][S:6]([C:9]1[CH:10]=[N:11][N:12]2[C:17]([NH:18][C:19]3[CH:24]=[C:23]([Cl:25])[CH:22]=[CH:21][C:20]=3[F:26])=[C:16]([C:27](OCC)=[O:28])[CH:15]=[N:14][C:13]=12)(=[O:8])=[O:7])([CH3:4])([CH3:3])[CH3:2].[F:32][C:33]1[CH:38]=[CH:37][C:36]([CH:39]2[CH2:44][CH2:43][NH:42][CH2:41][CH2:40]2)=[CH:35][CH:34]=1. No catalyst specified. The product is [C:1]([NH:5][S:6]([C:9]1[CH:10]=[N:11][N:12]2[C:17]([NH:18][C:19]3[CH:24]=[C:23]([Cl:25])[CH:22]=[CH:21][C:20]=3[F:26])=[C:16]([C:27]([N:42]3[CH2:43][CH2:44][CH:39]([C:36]4[CH:35]=[CH:34][C:33]([F:32])=[CH:38][CH:37]=4)[CH2:40][CH2:41]3)=[O:28])[CH:15]=[N:14][C:13]=12)(=[O:8])=[O:7])([CH3:3])([CH3:2])[CH3:4]. The yield is 0.470. (2) The reactants are [CH3:1][S:2](Cl)(=[O:4])=[O:3].[N+:6]([C:9]1[CH:10]=[C:11]([CH2:15][CH2:16][OH:17])[CH:12]=[CH:13][CH:14]=1)([O-:8])=[O:7].C(N(CC)CC)C. The catalyst is ClCCl.O. The product is [CH3:1][S:2]([O:17][CH2:16][CH2:15][C:11]1[CH:12]=[CH:13][CH:14]=[C:9]([N+:6]([O-:8])=[O:7])[CH:10]=1)(=[O:4])=[O:3]. The yield is 0.840. (3) The reactants are [C:1]([N:9]1[CH2:22][CH2:21][C:20]2[C:19]3[CH:18]=[C:17](Br)[CH:16]=[CH:15][C:14]=3[NH:13][C:12]=2[CH2:11][CH2:10]1)(=[O:8])[C:2]1[CH:7]=[CH:6][CH:5]=[CH:4][CH:3]=1.[C:24]1(B(O)O)[CH:29]=[CH:28][CH:27]=[CH:26][CH:25]=1.CCOC(C)=O.CCCCCC. The catalyst is C(COC)OC.C(=O)([O-])[O-].[Na+].[Na+].C1C=CC([P]([Pd]([P](C2C=CC=CC=2)(C2C=CC=CC=2)C2C=CC=CC=2)([P](C2C=CC=CC=2)(C2C=CC=CC=2)C2C=CC=CC=2)[P](C2C=CC=CC=2)(C2C=CC=CC=2)C2C=CC=CC=2)(C2C=CC=CC=2)C2C=CC=CC=2)=CC=1. The product is [C:1]([N:9]1[CH2:22][CH2:21][C:20]2[C:19]3[CH:18]=[C:17]([C:24]4[CH:29]=[CH:28][CH:27]=[CH:26][CH:25]=4)[CH:16]=[CH:15][C:14]=3[NH:13][C:12]=2[CH2:11][CH2:10]1)(=[O:8])[C:2]1[CH:7]=[CH:6][CH:5]=[CH:4][CH:3]=1. The yield is 0.560. (4) The reactants are [O:1]1[C:5]2[CH:6]=[CH:7][C:8]([OH:10])=[CH:9][C:4]=2[O:3][CH2:2]1.C([Mg]Cl)(C)C.[Cl:16][C:17]1[CH:25]=[CH:24][CH:23]=[C:22]2[C:18]=1[C:19](=[O:27])[C:20](=[O:26])[NH:21]2. The catalyst is O1CCCC1. The product is [Cl:16][C:17]1[CH:25]=[CH:24][CH:23]=[C:22]2[C:18]=1[C:19]([OH:27])([C:7]1[C:8]([OH:10])=[CH:9][C:4]3[O:3][CH2:2][O:1][C:5]=3[CH:6]=1)[C:20](=[O:26])[NH:21]2. The yield is 0.950. (5) The reactants are [Cl:1][C:2]1[N:7]=[N:6][C:5]([NH:8][NH:9][C:10](=O)[C:11]([F:28])([F:27])[C:12]2[CH:13]=[C:14]3[C:19](=[CH:20][CH:21]=2)[N:18]=[CH:17][C:16]([O:22][CH2:23][CH2:24][O:25][CH3:26])=[CH:15]3)=[CH:4][CH:3]=1.COCCOC.C(Cl)Cl. The catalyst is Cl.CO. The product is [Cl:1][C:2]1[CH:3]=[CH:4][C:5]2[N:6]([C:10]([C:11]([F:28])([F:27])[C:12]3[CH:13]=[C:14]4[C:19](=[CH:20][CH:21]=3)[N:18]=[CH:17][C:16]([O:22][CH2:23][CH2:24][O:25][CH3:26])=[CH:15]4)=[N:9][N:8]=2)[N:7]=1. The yield is 0.562. (6) The reactants are [CH:1]([NH2:4])([CH3:3])[CH3:2].CCN(C(C)C)C(C)C.[CH3:14][C:15]([O:18][C:19]([N:21]([C:39]([O:41][C:42]([CH3:45])([CH3:44])[CH3:43])=[O:40])[N:22]([C:30]1[C:35]([F:36])=[C:34](Cl)[N:33]=[C:32]([Cl:38])[N:31]=1)[C:23]([O:25][C:26]([CH3:29])([CH3:28])[CH3:27])=[O:24])=[O:20])([CH3:17])[CH3:16]. The catalyst is CN(C=O)C.C(OCC)C. The product is [Cl:38][C:32]1[N:31]=[C:30]([N:22]([C:23]([O:25][C:26]([CH3:29])([CH3:28])[CH3:27])=[O:24])[N:21]([C:19]([O:18][C:15]([CH3:14])([CH3:16])[CH3:17])=[O:20])[C:39]([O:41][C:42]([CH3:43])([CH3:44])[CH3:45])=[O:40])[C:35]([F:36])=[C:34]([NH:4][CH:1]([CH3:3])[CH3:2])[N:33]=1. The yield is 0.950. (7) The reactants are [Cl:1][C:2]1[C:11]2[C:6](=[CH:7][CH:8]=[CH:9][CH:10]=2)[CH:5]=[CH:4][C:3]=1[O:12][CH2:13][CH:14]([NH2:16])[CH3:15].[Cl:17][C:18]1[O:22][C:21]([CH:23]=O)=[CH:20][CH:19]=1. No catalyst specified. The product is [Cl:17][C:18]1[O:22][C:21]([CH2:23][NH:16][CH:14]([CH3:15])[CH2:13][O:12][C:3]2[CH:4]=[CH:5][C:6]3[C:11](=[CH:10][CH:9]=[CH:8][CH:7]=3)[C:2]=2[Cl:1])=[CH:20][CH:19]=1. The yield is 0.610.